Dataset: Catalyst prediction with 721,799 reactions and 888 catalyst types from USPTO. Task: Predict which catalyst facilitates the given reaction. (1) Reactant: [CH3:1][O:2][C:3]1[S:7][C:6]([C:8]([OH:10])=[O:9])=[CH:5][CH:4]=1.OS(O)(=O)=O.[C:16]([O-])(O)=O.[Na+].[OH-].[Na+]. Product: [CH3:1][O:2][C:3]1[S:7][C:6]([C:8]([O:10][CH3:16])=[O:9])=[CH:5][CH:4]=1. The catalyst class is: 5. (2) Reactant: [Br:1][C:2]1[C:11]2[C:6](=[C:7]([CH2:12]Br)[CH:8]=[CH:9][CH:10]=2)[CH:5]=[CH:4][CH:3]=1.[CH3:14][O:15][C:16](=[O:23])[CH2:17][N:18]1[CH:22]=[CH:21][CH:20]=[CH:19]1.[Li]N([Si](C)(C)C)[Si](C)(C)C. Product: [CH3:14][O:15][C:16](=[O:23])[CH:17]([N:18]1[CH:22]=[CH:21][CH:20]=[CH:19]1)[CH2:12][C:7]1[C:6]2[C:11](=[C:2]([Br:1])[CH:3]=[CH:4][CH:5]=2)[CH:10]=[CH:9][CH:8]=1. The catalyst class is: 1. (3) Reactant: [Br:1][C:2]1[S:3][C:4]([C:7](OC)([O:10]C)[CH2:8][F:9])=[CH:5][CH:6]=1.Cl.CCCCCC. Product: [Br:1][C:2]1[S:3][C:4]([C:7](=[O:10])[CH2:8][F:9])=[CH:5][CH:6]=1. The catalyst class is: 496. (4) Reactant: [CH3:1][O:2][C:3]([C@@H:5]1[CH2:9][C@@H:8]([N:10]([CH3:12])[CH3:11])[CH2:7][N:6]1C(OCC1C=CC=CC=1)=O)=[O:4].[H][H]. Product: [CH3:1][O:2][C:3]([C@@H:5]1[CH2:9][C@@H:8]([N:10]([CH3:11])[CH3:12])[CH2:7][NH:6]1)=[O:4]. The catalyst class is: 43. (5) Reactant: C1(S(O[CH2:11][CH2:12][C:13]2[C:22]3[C:17](=[CH:18][CH:19]=[C:20]([O:23][CH3:24])[CH:21]=3)[CH:16]=[CH:15][CH:14]=2)(=O)=O)C=CC=CC=1.[C:25]1(=[O:35])[NH:29][C:28](=[O:30])[C:27]2=[CH:31][CH:32]=[CH:33][CH:34]=[C:26]12.[K].C(#N)C. Product: [CH3:24][O:23][C:20]1[CH:21]=[C:22]2[C:17]([CH:16]=[CH:15][CH:14]=[C:13]2[CH2:12][CH2:11][N:29]2[C:28](=[O:30])[C:27]3=[CH:31][CH:32]=[CH:33][CH:34]=[C:26]3[C:25]2=[O:35])=[CH:18][CH:19]=1. The catalyst class is: 6. (6) Reactant: CS(O[CH2:6][CH2:7][C:8]1[CH:13]=[CH:12][CH:11]=[CH:10][C:9]=1[Br:14])(=O)=O.[C:15]1([CH2:21][NH2:22])[CH:20]=[CH:19][CH:18]=[CH:17][CH:16]=1.C(=O)([O-])[O-].[K+].[K+].O1CCCC1. Product: [CH2:21]([NH:22][CH2:6][CH2:7][C:8]1[CH:13]=[CH:12][CH:11]=[CH:10][C:9]=1[Br:14])[C:15]1[CH:20]=[CH:19][CH:18]=[CH:17][CH:16]=1. The catalyst class is: 69.